Dataset: Forward reaction prediction with 1.9M reactions from USPTO patents (1976-2016). Task: Predict the product of the given reaction. Given the reactants O.[NH2:2][NH2:3].[Br:4][C:5]1[C:6](O[C:9](=[O:11])[CH:10]=1)=[O:7].NN, predict the reaction product. The product is: [Br:4][C:5]1[C:6](=[O:7])[NH:2][NH:3][C:9](=[O:11])[CH:10]=1.